From a dataset of TCR-epitope binding with 47,182 pairs between 192 epitopes and 23,139 TCRs. Binary Classification. Given a T-cell receptor sequence (or CDR3 region) and an epitope sequence, predict whether binding occurs between them. (1) The epitope is NEGVKAAW. The TCR CDR3 sequence is CASSPRAGATDTQYF. Result: 1 (the TCR binds to the epitope). (2) The epitope is CINGVCWTV. The TCR CDR3 sequence is CSVNGGGDEQFF. Result: 0 (the TCR does not bind to the epitope). (3) The epitope is KLSYGIATV. The TCR CDR3 sequence is CASSLTGTSETQYF. Result: 1 (the TCR binds to the epitope). (4) The epitope is FPPTSFGPL. The TCR CDR3 sequence is CASSPTGGSGDTQYF. Result: 1 (the TCR binds to the epitope). (5) The epitope is AVFDRKSDAK. The TCR CDR3 sequence is CASSQHTVPGQGFPYEQYF. Result: 0 (the TCR does not bind to the epitope). (6) The epitope is KRWIILGLNK. The TCR CDR3 sequence is CASSPVTGGGSGANVLTF. Result: 0 (the TCR does not bind to the epitope). (7) The epitope is EIYKRWII. The TCR CDR3 sequence is CSYSPGQGRNEQFF. Result: 0 (the TCR does not bind to the epitope). (8) The epitope is FSKQLQQSM. The TCR CDR3 sequence is CASSQGPSGEGLSYEQYF. Result: 0 (the TCR does not bind to the epitope). (9) The epitope is FLPRVFSAV. The TCR CDR3 sequence is CASSQGYNADTQYF. Result: 1 (the TCR binds to the epitope). (10) The epitope is GILGFVFTL. The TCR CDR3 sequence is CASSMRSSDTQYF. Result: 1 (the TCR binds to the epitope).